Dataset: NCI-60 drug combinations with 297,098 pairs across 59 cell lines. Task: Regression. Given two drug SMILES strings and cell line genomic features, predict the synergy score measuring deviation from expected non-interaction effect. (1) Drug 1: COC1=C2C(=CC3=C1OC=C3)C=CC(=O)O2. Drug 2: CC12CCC3C(C1CCC2OP(=O)(O)O)CCC4=C3C=CC(=C4)OC(=O)N(CCCl)CCCl.[Na+]. Cell line: HCC-2998. Synergy scores: CSS=-4.09, Synergy_ZIP=4.58, Synergy_Bliss=-6.12, Synergy_Loewe=-15.0, Synergy_HSA=-13.9. (2) Drug 1: CC1C(C(CC(O1)OC2CC(CC3=C2C(=C4C(=C3O)C(=O)C5=C(C4=O)C(=CC=C5)OC)O)(C(=O)C)O)N)O.Cl. Drug 2: C1CC(C1)(C(=O)O)C(=O)O.[NH2-].[NH2-].[Pt+2]. Cell line: MOLT-4. Synergy scores: CSS=83.1, Synergy_ZIP=0.0668, Synergy_Bliss=0.690, Synergy_Loewe=1.08, Synergy_HSA=4.33. (3) Drug 1: CC1OCC2C(O1)C(C(C(O2)OC3C4COC(=O)C4C(C5=CC6=C(C=C35)OCO6)C7=CC(=C(C(=C7)OC)O)OC)O)O. Drug 2: CC1=CC=C(C=C1)C2=CC(=NN2C3=CC=C(C=C3)S(=O)(=O)N)C(F)(F)F. Cell line: NCI-H322M. Synergy scores: CSS=8.33, Synergy_ZIP=-2.48, Synergy_Bliss=0.573, Synergy_Loewe=1.00, Synergy_HSA=2.17. (4) Cell line: COLO 205. Synergy scores: CSS=30.9, Synergy_ZIP=-12.8, Synergy_Bliss=-10.5, Synergy_Loewe=-11.3, Synergy_HSA=-10.8. Drug 2: CC(C1=C(C=CC(=C1Cl)F)Cl)OC2=C(N=CC(=C2)C3=CN(N=C3)C4CCNCC4)N. Drug 1: C1=CC(=CC=C1CCCC(=O)O)N(CCCl)CCCl. (5) Drug 1: C1=NC2=C(N1)C(=S)N=C(N2)N. Drug 2: CC1C(C(=O)NC(C(=O)N2CCCC2C(=O)N(CC(=O)N(C(C(=O)O1)C(C)C)C)C)C(C)C)NC(=O)C3=C4C(=C(C=C3)C)OC5=C(C(=O)C(=C(C5=N4)C(=O)NC6C(OC(=O)C(N(C(=O)CN(C(=O)C7CCCN7C(=O)C(NC6=O)C(C)C)C)C)C(C)C)C)N)C. Cell line: T-47D. Synergy scores: CSS=18.0, Synergy_ZIP=-6.72, Synergy_Bliss=-0.571, Synergy_Loewe=-2.90, Synergy_HSA=-2.05.